Dataset: Catalyst prediction with 721,799 reactions and 888 catalyst types from USPTO. Task: Predict which catalyst facilitates the given reaction. (1) Reactant: [H-].[Na+].[CH3:3][N:4]([C:22]1[CH:27]=[CH:26][C:25]([O:28][C:29]([F:32])([F:31])[F:30])=[CH:24][CH:23]=1)[C:5](=[O:21])[O:6][CH2:7][C@@:8]([OH:20])([CH3:19])[CH2:9][N:10]1[CH:14]=[C:13]([N+:15]([O-:17])=[O:16])[N:12]=[C:11]1Cl.O.C(OCC)(=O)C. Product: [CH3:3][N:4]([C:22]1[CH:27]=[CH:26][C:25]([O:28][C:29]([F:32])([F:31])[F:30])=[CH:24][CH:23]=1)[C:5](=[O:21])[O:6][CH2:7][C@:8]1([CH3:19])[O:20][C:11]2=[N:12][C:13]([N+:15]([O-:17])=[O:16])=[CH:14][N:10]2[CH2:9]1. The catalyst class is: 3. (2) Reactant: [Cl:1][C:2]1[CH:7]=[CH:6][C:5]([C:8]2[N:9]=[C:10]([N:17]3[CH:21]=[CH:20][N:19]=[C:18]3[CH3:22])[O:11][C:12]=2[CH2:13][CH2:14][CH2:15][OH:16])=[CH:4][CH:3]=1.O[CH:24]1[CH2:32][C:31]2[C:26](=[CH:27][CH:28]=[CH:29][CH:30]=2)[CH2:25]1.C(P(CCCC)CCCC)CCC.N(C(N1CCCCC1)=O)=NC(N1CCCCC1)=O. Product: [Cl:1][C:2]1[CH:3]=[CH:4][C:5]([C:8]2[N:9]=[C:10]([N:17]3[CH:21]=[CH:20][N:19]=[C:18]3[CH3:22])[O:11][C:12]=2[CH2:13][CH2:14][CH2:15][O:16][C:28]2[CH:27]=[C:26]3[C:31](=[CH:30][CH:29]=2)[CH2:32][CH2:24][CH2:25]3)=[CH:6][CH:7]=1. The catalyst class is: 7.